Dataset: Reaction yield outcomes from USPTO patents with 853,638 reactions. Task: Predict the reaction yield, written as a fraction of the theoretical maximum amount of product (1.0 means a 100% yield; for example, 0.34 means a 34% yield). The reactants are [NH2:1][CH2:2][C:3]1[N:7]([CH2:8][C@@H:9]2[C@H:12]([NH:13][C:14](=[O:30])/[C:15](=[N:22]\[O:23][C:24]([CH3:29])([CH3:28])[C:25]([OH:27])=[O:26])/[C:16]3[N:17]=[C:18]([NH2:21])[S:19][CH:20]=3)[C:11](=[O:31])[N:10]2[S:32]([OH:35])(=[O:34])=[O:33])[N:6]=[CH:5][N:4]=1.Cl.[N:37]1([C:42](N)=[NH:43])C=CC=N1.CCN(C(C)C)C(C)C. The catalyst is CN(C=O)C. The product is [NH2:21][C:18]1[S:19][CH:20]=[C:16](/[C:15](=[N:22]/[O:23][C:24]([CH3:29])([CH3:28])[C:25]([OH:27])=[O:26])/[C:14]([NH:13][C@@H:12]2[C:11](=[O:31])[N:10]([S:32]([OH:35])(=[O:34])=[O:33])[C@@H:9]2[CH2:8][N:7]2[C:3]([CH2:2][NH:1][C:42]([NH2:43])=[NH:37])=[N:4][CH:5]=[N:6]2)=[O:30])[N:17]=1. The yield is 0.420.